The task is: Predict the product of the given reaction.. This data is from Forward reaction prediction with 1.9M reactions from USPTO patents (1976-2016). (1) Given the reactants [I:1][C:2]1[CH:3]=[C:4]([CH:8]=[CH:9][C:10]=1[OH:11])[C:5]([OH:7])=[O:6].S(=O)(=O)(O)O.O.[C:18](=O)(O)[O-].[Na+], predict the reaction product. The product is: [I:1][C:2]1[CH:3]=[C:4]([CH:8]=[CH:9][C:10]=1[OH:11])[C:5]([O:7][CH3:18])=[O:6]. (2) Given the reactants [C:1]([C:5]1[CH:10]=[CH:9][C:8]([OH:11])=[CH:7][CH:6]=1)([CH3:4])([CH3:3])[CH3:2].[OH-].[Na+:13], predict the reaction product. The product is: [C:1]([C:5]1[CH:6]=[CH:7][C:8]([O-:11])=[CH:9][CH:10]=1)([CH3:4])([CH3:2])[CH3:3].[Na+:13].